Regression/Classification. Given a drug SMILES string, predict its absorption, distribution, metabolism, or excretion properties. Task type varies by dataset: regression for continuous measurements (e.g., permeability, clearance, half-life) or binary classification for categorical outcomes (e.g., BBB penetration, CYP inhibition). Dataset: rlm. From a dataset of Rat liver microsome stability data. The compound is Cc1c(Nc2c(C#N)cncc2C=Cc2ccc(OCCN3CCN(C)CC3)cc2)ccc2[nH]ccc12. The result is 1 (stable in rat liver microsomes).